From a dataset of Reaction yield outcomes from USPTO patents with 853,638 reactions. Predict the reaction yield, written as a fraction of the theoretical maximum amount of product (1.0 means a 100% yield; for example, 0.34 means a 34% yield). (1) The reactants are [C:1]1([CH:7]([CH3:10])C#N)[CH:6]=[CH:5][CH:4]=[CH:3][CH:2]=1.NO.[OH:13][N:14]=[C:15]([NH2:22])C1C=CC=CC=1. The catalyst is CCO. The product is [OH:13][N:14]=[C:15]([NH2:22])[CH2:10][CH2:7][C:1]1[CH:2]=[CH:3][CH:4]=[CH:5][CH:6]=1. The yield is 0.705. (2) The reactants are I[C:2]1[CH:22]=[C:21]([CH3:23])[C:20]([CH3:24])=[CH:19][C:3]=1[O:4][C:5]1[C:14]2[C:9](=[CH:10][C:11]([O:17][CH3:18])=[C:12]([O:15][CH3:16])[CH:13]=2)[N:8]=[CH:7][CH:6]=1.[N:25]1[CH:30]=[CH:29][CH:28]=[C:27](B(O)O)[CH:26]=1.C(=O)([O-])[O-].[K+].[K+].O. The catalyst is CN(C)C=O. The product is [CH3:23][C:21]1[C:20]([CH3:24])=[CH:19][C:3]([O:4][C:5]2[C:14]3[C:9](=[CH:10][C:11]([O:17][CH3:18])=[C:12]([O:15][CH3:16])[CH:13]=3)[N:8]=[CH:7][CH:6]=2)=[C:2]([C:27]2[CH:26]=[N:25][CH:30]=[CH:29][CH:28]=2)[CH:22]=1. The yield is 0.250. (3) The reactants are [N:1]1[CH:6]=[C:5](B(O)O)[CH:4]=[N:3][CH:2]=1.FC(F)(F)S(O[C:16]1[C@@:20]2([CH3:36])[CH2:21][CH2:22][C@H:23]3[C@H:32]([C@@H:19]2[CH2:18][CH:17]=1)[CH2:31][CH:30]=[C:29]1[C@:24]3([CH3:35])[CH2:25][CH2:26][C:27](=[O:34])[N:28]1[CH3:33])(=O)=O. The catalyst is C1COCC1.Cl[Pd](Cl)([P](C1C=CC=CC=1)(C1C=CC=CC=1)C1C=CC=CC=1)[P](C1C=CC=CC=1)(C1C=CC=CC=1)C1C=CC=CC=1. The product is [CH3:33][N:28]1[C:29]2[C@@:24]([CH3:35])([C@H:23]3[CH2:22][CH2:21][C@@:20]4([CH3:36])[C@@H:19]([CH2:18][CH:17]=[C:16]4[C:5]4[CH:6]=[N:1][CH:2]=[N:3][CH:4]=4)[C@@H:32]3[CH2:31][CH:30]=2)[CH2:25][CH2:26][C:27]1=[O:34]. The yield is 0.750.